Dataset: Reaction yield outcomes from USPTO patents with 853,638 reactions. Task: Predict the reaction yield, written as a fraction of the theoretical maximum amount of product (1.0 means a 100% yield; for example, 0.34 means a 34% yield). (1) The reactants are [OH:1][C:2]1[CH:21]=[CH:20][C:5]2[CH:6]=[C:7]([NH:11][C:12](=[O:19])[C:13]3[CH:18]=[CH:17][CH:16]=[CH:15][CH:14]=3)[C:8](=[O:10])[O:9][C:4]=2[CH:3]=1.[ClH:22].C(=O)([O-])O.[Na+]. The catalyst is C(O)CC. The product is [Cl:22][C:14]1[CH:15]=[CH:16][CH:17]=[CH:18][C:13]=1[C:12]([NH:11][C:7]1[C:8](=[O:10])[O:9][C:4]2[CH:3]=[C:2]([OH:1])[CH:21]=[CH:20][C:5]=2[CH:6]=1)=[O:19]. The yield is 0.877. (2) The reactants are [C:1]([O:9][CH2:10]Cl)(=[O:8])[C:2]1[CH:7]=[CH:6][CH:5]=[CH:4][CH:3]=1.[I-:12].[Na+]. The catalyst is CC(C)=O. The product is [C:1]([O:9][CH2:10][I:12])(=[O:8])[C:2]1[CH:7]=[CH:6][CH:5]=[CH:4][CH:3]=1. The yield is 0.790. (3) The reactants are [CH3:1][O:2][C:3]1[CH:8]=[CH:7][C:6]([C:9]2([C:12]([OH:14])=O)[CH2:11][CH2:10]2)=[CH:5][CH:4]=1.S(Cl)(Cl)=O.[Br:19][C:20]1[C:29]2[C:24](=[CH:25][CH:26]=[CH:27][CH:28]=2)[CH:23]=[C:22]([NH2:30])[N:21]=1.CCN(CC)CC. The catalyst is C(Cl)Cl.CN(C=O)C. The product is [Br:19][C:20]1[C:29]2[C:24](=[CH:25][CH:26]=[CH:27][CH:28]=2)[CH:23]=[C:22]([NH:30][C:12]([C:9]2([C:6]3[CH:5]=[CH:4][C:3]([O:2][CH3:1])=[CH:8][CH:7]=3)[CH2:10][CH2:11]2)=[O:14])[N:21]=1. The yield is 0.750. (4) The reactants are [C:1]1([S:7](Cl)(=[O:9])=[O:8])[CH:6]=[CH:5][CH:4]=[CH:3][CH:2]=1.[O:11]([CH2:18][CH2:19][OH:20])[C:12]1[CH:17]=[CH:16][CH:15]=[CH:14][CH:13]=1.C1(C)C=CC=CC=1. The catalyst is C(N(CC)CC)C. The product is [C:1]1([S:7]([O:20][CH2:19][CH2:18][O:11][C:12]2[CH:17]=[CH:16][CH:15]=[CH:14][CH:13]=2)(=[O:9])=[O:8])[CH:6]=[CH:5][CH:4]=[CH:3][CH:2]=1. The yield is 0.850. (5) The reactants are S1C=CN=C1C1SC=CN=1.ClC1C=CC(OC)=C(NC2S[CH:21]=[C:22]([C:24]3[S:28][C:27]([NH:29]C(=O)C4C=CC=CC=4)=[N:26][C:25]=3[CH3:38])N=2)C=1.ClC(C(=O)C)C(=[O:45])C.NC(N)=S. The catalyst is C(O)C. The product is [C:22]([C:24]1[S:28][C:27]([NH2:29])=[N:26][C:25]=1[CH3:38])(=[O:45])[CH3:21]. The yield is 0.900.